This data is from Reaction yield outcomes from USPTO patents with 853,638 reactions. The task is: Predict the reaction yield, written as a fraction of the theoretical maximum amount of product (1.0 means a 100% yield; for example, 0.34 means a 34% yield). (1) The reactants are [H-].[Al+3].[Li+].[H-].[H-].[H-].[CH2:7]([N:9]([CH2:17][CH3:18])[C:10]([C@H:12]1[CH2:15][C@@H:14]([OH:16])[CH2:13]1)=O)[CH3:8].O.[OH-].[Na+]. The catalyst is O1CCCC1. The product is [OH:16][C@@H:14]1[CH2:13][C@H:12]([CH2:10][N:9]([CH2:17][CH3:18])[CH2:7][CH3:8])[CH2:15]1. The yield is 0.960. (2) The reactants are [C:1](Cl)(=[O:6])[C:2]([CH3:5])([CH3:4])[CH3:3].[Br:8][C:9]1[CH:10]=[CH:11][C:12]([NH2:15])=[N:13][CH:14]=1.O. The catalyst is C(Cl)Cl.CCN(CC)CC. The product is [Br:8][C:9]1[CH:10]=[CH:11][C:12]([NH:15][C:1](=[O:6])[C:2]([CH3:5])([CH3:4])[CH3:3])=[N:13][CH:14]=1. The yield is 0.870.